This data is from Forward reaction prediction with 1.9M reactions from USPTO patents (1976-2016). The task is: Predict the product of the given reaction. (1) Given the reactants [F:1][C:2]1[CH:7]=[CH:6][CH:5]=[CH:4][C:3]=1[N:8]1[CH2:13][CH2:12][N:11]([CH2:14][CH2:15][NH2:16])[CH2:10][CH2:9]1.[CH2:17]([C:21]1[N:25]([C:26]2[CH:31]=[CH:30][CH:29]=[CH:28][CH:27]=2)[N:24]=[C:23]([CH:32]=O)[CH:22]=1)[CH:18]([CH3:20])[CH3:19], predict the reaction product. The product is: [CH2:17]([C:21]1[N:25]([C:26]2[CH:31]=[CH:30][CH:29]=[CH:28][CH:27]=2)[N:24]=[C:23]([CH2:32][NH:16][CH2:15][CH2:14][N:11]2[CH2:10][CH2:9][N:8]([C:3]3[CH:4]=[CH:5][CH:6]=[CH:7][C:2]=3[F:1])[CH2:13][CH2:12]2)[CH:22]=1)[CH:18]([CH3:20])[CH3:19]. (2) Given the reactants Cl.[C:2]1([CH3:10])[CH:7]=[CH:6][CH:5]=[CH:4][C:3]=1[NH:8][NH2:9].C(Cl)(Cl)(Cl)Cl.C(N(CC)CC)C.CO[C:25](=[N:29][C:30](=O)[C:31]1[CH:36]=[CH:35][CH:34]=[CH:33][CH:32]=1)[CH:26]([CH3:28])[CH3:27], predict the reaction product. The product is: [CH:26]([C:25]1[N:29]=[C:30]([C:31]2[CH:36]=[CH:35][CH:34]=[CH:33][CH:32]=2)[N:8]([C:3]2[CH:4]=[CH:5][CH:6]=[CH:7][C:2]=2[CH3:10])[N:9]=1)([CH3:28])[CH3:27]. (3) Given the reactants [O:1]1[C:5]2[CH:6]=[CH:7][CH:8]=[CH:9][C:4]=2[CH:3]=[C:2]1[C:10]([NH:12][C:13]1([C:19]([NH:21][CH:22]2[CH2:27][CH2:26][N:25]([C:28]3[CH:33]=[CH:32][CH:31]=[CH:30][C:29]=3C=O)[CH2:24][CH:23]2[OH:36])=[O:20])[CH2:18][CH2:17][CH2:16][CH2:15][CH2:14]1)=[O:11].ClC1C=CC=C(C(OO)=[O:45])C=1, predict the reaction product. The product is: [O:1]1[C:5]2[CH:6]=[CH:7][CH:8]=[CH:9][C:4]=2[CH:3]=[C:2]1[C:10]([NH:12][C:13]1([C:19]([NH:21][CH:22]2[CH2:27][CH2:26][N:25]([C:28]3[CH:33]=[CH:32][CH:31]=[CH:30][C:29]=3[OH:45])[CH2:24][CH:23]2[OH:36])=[O:20])[CH2:14][CH2:15][CH2:16][CH2:17][CH2:18]1)=[O:11]. (4) Given the reactants [NH2:1][C:2]1[N:7]=[C:6]([C:8]([O:10][CH3:11])=[O:9])[CH:5]=[CH:4][CH:3]=1.C1C=C([Cl:18])C=C(C(OO)=[O:20])C=1, predict the reaction product. The product is: [ClH:18].[NH2:1][C:2]1[CH:3]=[CH:4][CH:5]=[C:6]([C:8]([O:10][CH3:11])=[O:9])[N+:7]=1[O-:20]. (5) Given the reactants [O:1]=[C:2]1[CH2:6][S:5][C:4](=[S:7])[N:3]1[C:8]1[CH:16]=[CH:15][C:11]([C:12]([OH:14])=[O:13])=[CH:10][CH:9]=1.[CH:17](=O)[C:18]1[CH:23]=[CH:22][CH:21]=[CH:20][CH:19]=1.[OH-].[NH4+].[Cl-].[NH4+], predict the reaction product. The product is: [C:18]1([CH:17]=[C:6]2[S:5][C:4](=[S:7])[N:3]([C:8]3[CH:9]=[CH:10][C:11]([C:12]([OH:14])=[O:13])=[CH:15][CH:16]=3)[C:2]2=[O:1])[CH:23]=[CH:22][CH:21]=[CH:20][CH:19]=1. (6) Given the reactants [CH3:1][Mg]I.[CH3:4][O:5][C:6]12[CH2:15][CH:10]3[CH2:11][CH:12]([CH2:14][CH:8]([C:9]3=[O:16])[CH2:7]1)[CH2:13]2, predict the reaction product. The product is: [CH3:4][O:5][C:6]12[CH2:7][CH:8]3[CH2:14][CH:12]([CH2:11][CH:10]([C:9]3([CH3:1])[OH:16])[CH2:15]1)[CH2:13]2. (7) Given the reactants [F:1][C:2]([F:7])([F:6])[C:3]([OH:5])=[O:4].[Cl:8][C:9]1[CH:14]=[CH:13][C:12]([NH:15][C:16]([C:18]2([F:31])[CH2:23][CH2:22][CH2:21][N:20](C(OC(C)(C)C)=O)[CH2:19]2)=[O:17])=[CH:11][CH:10]=1, predict the reaction product. The product is: [F:1][C:2]([F:7])([F:6])[C:3]([OH:5])=[O:4].[Cl:8][C:9]1[CH:14]=[CH:13][C:12]([NH:15][C:16]([C:18]2([F:31])[CH2:23][CH2:22][CH2:21][NH:20][CH2:19]2)=[O:17])=[CH:11][CH:10]=1. (8) Given the reactants [CH:1]1([CH2:4][O:5][C:6]2[CH:25]=[CH:24][C:9]([CH2:10][N:11]3[CH2:20][CH2:19][C:18]4[C:13](=[CH:14][CH:15]=[C:16]([O:21]C)[CH:17]=4)[C:12]3=[O:23])=[CH:8][CH:7]=2)[CH2:3][CH2:2]1.C[S-].[Na+].O, predict the reaction product. The product is: [CH:1]1([CH2:4][O:5][C:6]2[CH:25]=[CH:24][C:9]([CH2:10][N:11]3[CH2:20][CH2:19][C:18]4[C:13](=[CH:14][CH:15]=[C:16]([OH:21])[CH:17]=4)[C:12]3=[O:23])=[CH:8][CH:7]=2)[CH2:3][CH2:2]1. (9) Given the reactants [OH:1][C:2]([C:15]([F:18])([F:17])[F:16])([CH2:5][C:6]([CH3:14])([C:8]1[CH:13]=[CH:12][CH:11]=[CH:10][CH:9]=1)[CH3:7])[CH:3]=O.[NH2:19][C:20]1[CH:29]=[CH:28][CH:27]=[C:26]2[C:21]=1[CH:22]=[CH:23][CH:24]=[N:25]2, predict the reaction product. The product is: [F:16][C:15]([F:18])([F:17])[C:2]([CH:3]=[N:19][C:20]1[CH:29]=[CH:28][CH:27]=[C:26]2[C:21]=1[CH:22]=[CH:23][CH:24]=[N:25]2)([OH:1])[CH2:5][C:6]([C:8]1[CH:13]=[CH:12][CH:11]=[CH:10][CH:9]=1)([CH3:14])[CH3:7]. (10) Given the reactants Cl[CH2:2][C:3]1[CH:13]=[CH:12][C:6]2[O:7][C:8]([F:11])([F:10])[O:9][C:5]=2[CH:4]=1.[C-:14]#[N:15].[Na+].O.C(OCCCC)CCC, predict the reaction product. The product is: [F:10][C:8]1([F:11])[O:7][C:6]2[CH:12]=[CH:13][C:3]([CH2:2][C:14]#[N:15])=[CH:4][C:5]=2[O:9]1.